From a dataset of Forward reaction prediction with 1.9M reactions from USPTO patents (1976-2016). Predict the product of the given reaction. (1) Given the reactants [NH2:1][C:2]1[CH:7]=[C:6]([CH3:8])[C:5]([CH3:9])=[CH:4][C:3]=1[NH:10][CH2:11][CH2:12][CH2:13][CH2:14][CH2:15][C:16]([CH3:23])([CH3:22])[C:17]([O:19][CH2:20][CH3:21])=[O:18].B(O)(O)O.O.[NH:29]1[C:37](=[O:38])[C:35](=O)[C:33](=O)[NH:32][C:30]1=[O:31], predict the reaction product. The product is: [CH3:8][C:6]1[C:5]([CH3:9])=[CH:4][C:3]2[N:10]([CH2:11][CH2:12][CH2:13][CH2:14][CH2:15][C:16]([CH3:22])([CH3:23])[C:17]([O:19][CH2:20][CH3:21])=[O:18])[C:33]3[C:35]([C:37](=[O:38])[NH:29][C:30](=[O:31])[N:32]=3)=[N:1][C:2]=2[CH:7]=1. (2) Given the reactants C([N:8]1CC=[C:11]([C:14]2[CH:19]=[CH:18][CH:17]=[CH:16][C:15]=2C)[CH2:10][CH2:9]1)C1C=CC=CC=1.[ClH:21].Cl.[O:23]1[CH2:28][CH2:27]OCC1, predict the reaction product. The product is: [Cl:21][C:15]1[CH:16]=[CH:17][CH:18]=[CH:19][C:14]=1[CH:11]1[CH2:10][CH2:9][NH:8][CH2:27][CH:28]1[OH:23]. (3) Given the reactants [Cl:1][C:2]1[CH:3]=[C:4]([NH:17][C:18]2[C:23]3[C:24]4[CH2:32][CH2:31][C:30]5[C:26](=[CH:27][N:28]([CH2:33][C:34](O)=[O:35])[N:29]=5)[C:25]=4[S:37][C:22]=3[N:21]=[CH:20][N:19]=2)[CH:5]=[CH:6][C:7]=1[O:8][CH2:9][C:10]1[CH:15]=[CH:14][CH:13]=[C:12]([F:16])[CH:11]=1.[CH3:38][N:39]([CH3:48])[CH2:40][CH2:41][CH2:42][N:43]=[C:44]=NCC.CN1CCOCC1.ON1C2C=CC=CC=2N=N1, predict the reaction product. The product is: [Cl:1][C:2]1[CH:3]=[C:4]([NH:17][C:18]2[N:19]=[CH:20][N:21]=[C:22]3[S:37][C:25]4[C:26]5[C:30]([CH2:31][CH2:32][C:24]=4[C:23]=23)=[N:29][N:28]([CH2:33][C:34]([N:43]2[CH2:42][CH2:41][C@H:40]([N:39]([CH3:48])[CH3:38])[CH2:44]2)=[O:35])[CH:27]=5)[CH:5]=[CH:6][C:7]=1[O:8][CH2:9][C:10]1[CH:15]=[CH:14][CH:13]=[C:12]([F:16])[CH:11]=1. (4) Given the reactants [NH:1]1[C:9]2[C:4](=[CH:5][CH:6]=[C:7]([C:10]([NH:12][C@@H:13]([C:21]([N:23]3[CH2:28][CH2:27][CH:26]([CH:29]4[CH2:34][CH2:33][N:32]([CH3:35])[CH2:31][CH2:30]4)[CH2:25][CH2:24]3)=[O:22])[CH2:14][C:15]3[CH:16]=[N:17][CH:18]=[CH:19][CH:20]=3)=[O:11])[CH:8]=2)[CH:3]=[CH:2]1.[ClH:36], predict the reaction product. The product is: [ClH:36].[NH:1]1[C:9]2[C:4](=[CH:5][CH:6]=[C:7]([C:10]([NH:12][C@@H:13]([C:21]([N:23]3[CH2:28][CH2:27][CH:26]([CH:29]4[CH2:30][CH2:31][N:32]([CH3:35])[CH2:33][CH2:34]4)[CH2:25][CH2:24]3)=[O:22])[CH2:14][C:15]3[CH:16]=[N:17][CH:18]=[CH:19][CH:20]=3)=[O:11])[CH:8]=2)[CH:3]=[CH:2]1. (5) Given the reactants C([O:8][C:9]1[CH:14]=[CH:13][C:12]([C:15]2[CH:20]=[CH:19][CH:18]=[C:17]([O:21][S:22]([CH3:25])(=[O:24])=[O:23])[CH:16]=2)=[CH:11][C:10]=1[N:26]1[CH2:30][C:29](=[O:31])[NH:28][S:27]1(=[O:33])=[O:32])C1C=CC=CC=1, predict the reaction product. The product is: [OH:8][C:9]1[CH:14]=[CH:13][C:12]([C:15]2[CH:20]=[CH:19][CH:18]=[C:17]([O:21][S:22]([CH3:25])(=[O:23])=[O:24])[CH:16]=2)=[CH:11][C:10]=1[N:26]1[CH2:30][C:29](=[O:31])[NH:28][S:27]1(=[O:33])=[O:32]. (6) Given the reactants [Cl:1][C:2]1[N:11]=[C:10]([NH:12][C@@H:13]([C:15]2[CH:20]=[CH:19][C:18]([NH:21][C:22](=[O:30])[C:23]3[CH:28]=[CH:27][C:26]([F:29])=[CH:25][CH:24]=3)=[CH:17][CH:16]=2)[CH3:14])[C:9]2[C:4](=[C:5]([CH3:31])[CH:6]=[CH:7][CH:8]=2)[N:3]=1.Cl.[CH3:33]N, predict the reaction product. The product is: [ClH:1].[CH3:33][C:2]1[N:11]=[C:10]([NH:12][C@H:13]([C:15]2[CH:20]=[CH:19][C:18]([NH:21][C:22](=[O:30])[C:23]3[CH:28]=[CH:27][C:26]([F:29])=[CH:25][CH:24]=3)=[CH:17][CH:16]=2)[CH3:14])[C:9]2[C:4](=[C:5]([CH3:31])[CH:6]=[CH:7][CH:8]=2)[N:3]=1. (7) Given the reactants [F:1][C:2]1[CH:11]=[C:10]2[C:5]([C:6](=[O:24])[C:7]([C:19]([O:21]CC)=O)=[CH:8][N:9]2[C:12]2[CH:17]=[CH:16][C:15]([F:18])=[CH:14][CH:13]=2)=[CH:4][C:3]=1[N:25]([CH3:33])[CH2:26][C:27]1[CH:28]=[N:29][CH:30]=[CH:31][CH:32]=1.[Cl-].[NH4+].F[P-](F)(F)(F)(F)F.C[N:44](C(N(C)C)=[N+]1C2C(=NC=CC=2)[N+]([O-])=N1)C.C(N(CC)C(C)C)(C)C, predict the reaction product. The product is: [F:1][C:2]1[CH:11]=[C:10]2[C:5]([C:6](=[O:24])[C:7]([C:19]([NH2:44])=[O:21])=[CH:8][N:9]2[C:12]2[CH:17]=[CH:16][C:15]([F:18])=[CH:14][CH:13]=2)=[CH:4][C:3]=1[N:25]([CH3:33])[CH2:26][C:27]1[CH:28]=[N:29][CH:30]=[CH:31][CH:32]=1. (8) Given the reactants [NH2:1][CH2:2][C:3]1([CH2:9][NH2:10])[CH2:8][CH2:7][O:6][CH2:5][CH2:4]1.OO.[O-]Cl.[Na+], predict the reaction product. The product is: [CH2:9]1[C:3]2([CH2:8][CH2:7][O:6][CH2:5][CH2:4]2)[CH2:2][N:1]=[N:10]1.